From a dataset of Full USPTO retrosynthesis dataset with 1.9M reactions from patents (1976-2016). Predict the reactants needed to synthesize the given product. (1) Given the product [CH:18]([CH:17]1[C:10]2[C:11](=[CH:12][N:8]([CH2:7][C:6]3[CH:23]=[CH:24][C:3]([O:2][CH3:1])=[CH:4][CH:5]=3)[N:9]=2)[C:13]2[N:35]=[C:33]([NH:32][C:28]3[N:27]=[C:26]([CH3:25])[CH:31]=[CH:30][N:29]=3)[S:34][C:14]=2[CH2:15][O:16]1)([CH3:20])[CH3:19], predict the reactants needed to synthesize it. The reactants are: [CH3:1][O:2][C:3]1[CH:24]=[CH:23][C:6]([CH2:7][N:8]2[CH:12]=[C:11]3[C:13](=O)[CH:14](Br)[CH2:15][O:16][CH:17]([CH:18]([CH3:20])[CH3:19])[C:10]3=[N:9]2)=[CH:5][CH:4]=1.[CH3:25][C:26]1[CH:31]=[CH:30][N:29]=[C:28]([NH:32][C:33]([NH2:35])=[S:34])[N:27]=1. (2) Given the product [Br:1][C:2]1[N:7]=[C:6]([CH2:8][NH:11][CH3:10])[CH:5]=[CH:4][CH:3]=1, predict the reactants needed to synthesize it. The reactants are: [Br:1][C:2]1[N:7]=[C:6]([CH:8]=O)[CH:5]=[CH:4][CH:3]=1.[CH3:10][NH2:11]. (3) Given the product [CH:23]1([NH:26][C:10]2[CH:11]([C:13]3[S:14][CH:15]=[CH:16][CH:17]=3)[N:12]=[C:6]([C:2]3[O:1][CH:5]=[CH:4][CH:3]=3)[C:7]3[CH:22]=[CH:21][CH:20]=[N:19][C:8]=3[N:9]=2)[CH2:25][CH2:24]1, predict the reactants needed to synthesize it. The reactants are: [O:1]1[CH:5]=[CH:4][CH:3]=[C:2]1[C:6]1[C:7]2[CH:22]=[CH:21][CH:20]=[N:19][C:8]=2[NH:9][C:10](=O)[CH:11]([C:13]2[S:14][CH:15]=[CH:16][CH:17]=2)[N:12]=1.[CH:23]1([NH2:26])[CH2:25][CH2:24]1. (4) Given the product [Br:1][C:2]1[CH:3]=[C:4]2[C:8](=[C:9]([CH3:11])[CH:10]=1)[NH:7][CH2:6][CH:5]2[CH3:12], predict the reactants needed to synthesize it. The reactants are: [Br:1][C:2]1[CH:3]=[C:4]2[C:8](=[C:9]([CH3:11])[CH:10]=1)[NH:7][CH:6]=[C:5]2[CH3:12].C([BH3-])#N.[Na+]. (5) The reactants are: C[Mg]Br.[C:4]([C:6]1[CH:7]=[C:8]2[C:12](=[CH:13][CH:14]=1)[N:11]([S:15]([C:18]1[CH:23]=[CH:22][C:21]([CH3:24])=[CH:20][CH:19]=1)(=[O:17])=[O:16])[CH:10]=[C:9]2[C@@H:25]1[CH2:27][C@H:26]1[C:28](N(OC)C)=[O:29])#[N:5].[CH2:34]1COCC1. Given the product [C:28]([C@@H:26]1[CH2:27][C@H:25]1[C:9]1[C:8]2[C:12](=[CH:13][CH:14]=[C:6]([C:4]#[N:5])[CH:7]=2)[N:11]([S:15]([C:18]2[CH:23]=[CH:22][C:21]([CH3:24])=[CH:20][CH:19]=2)(=[O:16])=[O:17])[CH:10]=1)(=[O:29])[CH3:34], predict the reactants needed to synthesize it. (6) Given the product [C:16]([N:12]1[C:13]2[C:8](=[CH:7][C:6]([C:4]([OH:5])=[O:3])=[CH:15][CH:14]=2)[C@H:9]([NH:22][C:23]2[N:28]=[C:27]([CH3:29])[CH:26]=[CH:25][N:24]=2)[C@@H:10]([CH3:21])[C@@H:11]1[CH2:19][CH3:20])(=[O:18])[CH3:17], predict the reactants needed to synthesize it. The reactants are: C([O:3][C:4]([C:6]1[CH:7]=[C:8]2[C:13](=[CH:14][CH:15]=1)[N:12]([C:16](=[O:18])[CH3:17])[C@@H:11]([CH2:19][CH3:20])[C@H:10]([CH3:21])[C@H:9]2[NH:22][C:23]1[N:28]=[C:27]([CH3:29])[CH:26]=[CH:25][N:24]=1)=[O:5])C.[OH-].[Li+].Cl.CO.C(Cl)Cl. (7) Given the product [C:15]([C:13]1[S:14][C:10]([N+:7]([O-:9])=[O:8])=[C:11]([CH2:19][C:20]([O:22][CH2:23][CH3:24])=[O:21])[CH:12]=1)(=[O:16])[NH2:17], predict the reactants needed to synthesize it. The reactants are: CC(C)([O-])C.[K+].[N+:7]([C:10]1[S:14][C:13]([C:15]([NH2:17])=[O:16])=[CH:12][CH:11]=1)([O-:9])=[O:8].Cl[CH2:19][C:20]([O:22][CH2:23][CH3:24])=[O:21]. (8) Given the product [CH3:19][C:16]([CH3:20])([CH2:17][CH3:18])[CH2:15][C:13]1[N:14]=[C:10]([CH:9]([NH:27][CH3:38])[CH2:8][C:5]2[CH:4]=[CH:3][C:2]([N:56]3[CH2:57][CH2:58][CH2:59][C:54]4[CH:53]=[N:52][N:51]([CH2:50][O:49][CH2:48][CH2:47][Si:46]([CH3:61])([CH3:60])[CH3:45])[C:55]3=4)=[CH:7][CH:6]=2)[N:11]([S:21]([N:24]([CH3:25])[CH3:26])(=[O:22])=[O:23])[CH:12]=1, predict the reactants needed to synthesize it. The reactants are: Br[C:2]1[CH:7]=[CH:6][C:5]([CH2:8][CH:9]([N:27]([CH3:38])C(=O)OCC2C=CC=CC=2)[C:10]2[N:11]([S:21]([N:24]([CH3:26])[CH3:25])(=[O:23])=[O:22])[CH:12]=[C:13]([CH2:15][C:16]([CH3:20])([CH3:19])[CH2:17][CH3:18])[N:14]=2)=[CH:4][CH:3]=1.CC(C)([O-])C.[Na+].[CH3:45][Si:46]([CH3:61])([CH3:60])[CH2:47][CH2:48][O:49][CH2:50][N:51]1[C:55]2[NH:56][CH2:57][CH2:58][CH2:59][C:54]=2[CH:53]=[N:52]1.C1(P(C2CCCCC2)C2C=CC=CC=2C2C=CC=CC=2)CCCCC1. (9) Given the product [C:1]([O:5][C:6]([N:8]1[C:13]2[CH:14]=[C:15]([Cl:22])[C:16]([N:18]([CH3:19])[C:20]3[N:43]=[N:44][NH:45][N:21]=3)=[CH:17][C:12]=2[O:11][CH:10]([C:23](=[O:42])[N:24]([CH2:26][CH2:27][C:28]([C:40]#[N:41])([CH2:38][CH3:39])[CH2:29]/[C:30](/[CH:36]=[CH2:37])=[CH:31]/[CH:32]=[C:33](/[F:35])\[CH3:34])[CH3:25])[CH2:9]1)=[O:7])([CH3:2])([CH3:3])[CH3:4], predict the reactants needed to synthesize it. The reactants are: [C:1]([O:5][C:6]([N:8]1[C:13]2[CH:14]=[C:15]([Cl:22])[C:16]([N:18]([C:20]#[N:21])[CH3:19])=[CH:17][C:12]=2[O:11][CH:10]([C:23](=[O:42])[N:24]([CH2:26][CH2:27][C:28]([C:40]#[N:41])([CH2:38][CH3:39])[CH2:29]/[C:30](/[CH:36]=[CH2:37])=[CH:31]/[CH:32]=[C:33](/[F:35])\[CH3:34])[CH3:25])[CH2:9]1)=[O:7])([CH3:4])([CH3:3])[CH3:2].[N-:43]=[N+:44]=[N-:45].[Na+].[Cl-].[NH4+].